From a dataset of Reaction yield outcomes from USPTO patents with 853,638 reactions. Predict the reaction yield, written as a fraction of the theoretical maximum amount of product (1.0 means a 100% yield; for example, 0.34 means a 34% yield). (1) The reactants are C(OC(=O)[NH:7][C:8]1[CH:13]=[CH:12][CH:11]=[CH:10][C:9]=1[NH:14][C:15](=[O:32])[C:16]1[CH:21]=[CH:20][C:19]([CH:22]=[CH:23][C:24]2[N:29]=[C:28]([NH2:30])[N:27]=[C:26]([NH2:31])[N:25]=2)=[CH:18][CH:17]=1)(C)(C)C.C(O)(C(F)(F)F)=O.C([O-])(O)=O.[Na+]. The catalyst is C(Cl)Cl. The product is [NH2:7][C:8]1[CH:13]=[CH:12][CH:11]=[CH:10][C:9]=1[NH:14][C:15](=[O:32])[C:16]1[CH:17]=[CH:18][C:19]([CH:22]=[CH:23][C:24]2[N:25]=[C:26]([NH2:31])[N:27]=[C:28]([NH2:30])[N:29]=2)=[CH:20][CH:21]=1. The yield is 0.980. (2) The reactants are [C:1]([N:4]([CH2:25][C@@H:26]1[O:30][C:29](=[O:31])[N:28]([C:32]2[CH:37]=[CH:36][C:35]([CH:38]3[CH2:43][CH2:42][S:41](=[O:45])(=[O:44])[CH2:40][CH2:39]3)=[C:34]([F:46])[CH:33]=2)[CH2:27]1)[C:5]([O:7][CH2:8][O:9][C:10](=[O:24])[C@@H:11]([NH:16]C(OC(C)(C)C)=O)[CH2:12][CH:13]([CH3:15])[CH3:14])=[O:6])(=[O:3])[CH3:2].C1(OC)C=CC=CC=1.C1COCC1.[ClH:60]. The catalyst is CCOCC. The product is [ClH:60].[C:1]([N:4]([CH2:25][C@@H:26]1[O:30][C:29](=[O:31])[N:28]([C:32]2[CH:37]=[CH:36][C:35]([CH:38]3[CH2:39][CH2:40][S:41](=[O:44])(=[O:45])[CH2:42][CH2:43]3)=[C:34]([F:46])[CH:33]=2)[CH2:27]1)[C:5]([O:7][CH2:8][O:9][C:10](=[O:24])[C@@H:11]([NH2:16])[CH2:12][CH:13]([CH3:14])[CH3:15])=[O:6])(=[O:3])[CH3:2]. The yield is 0.390. (3) The reactants are [Br:1][C:2]1[CH:7]=[CH:6][CH:5]=[CH:4][C:3]=1[OH:8].N1C=CN=C1.[Si:14](Cl)([C:17]([CH3:20])([CH3:19])[CH3:18])([CH3:16])[CH3:15].O. The catalyst is CN(C=O)C. The product is [Br:1][C:2]1[CH:7]=[CH:6][CH:5]=[CH:4][C:3]=1[O:8][Si:14]([C:17]([CH3:20])([CH3:19])[CH3:18])([CH3:16])[CH3:15]. The yield is 0.990. (4) The reactants are [CH3:1][CH:2]([OH:9])[CH2:3][CH2:4][CH2:5][CH2:6][CH2:7][CH3:8].OO. The catalyst is [Pt]. The product is [CH3:1][C:2](=[O:9])[CH2:3][CH2:4][CH2:5][CH2:6][CH2:7][CH3:8]. The yield is 0.950.